From a dataset of Reaction yield outcomes from USPTO patents with 853,638 reactions. Predict the reaction yield, written as a fraction of the theoretical maximum amount of product (1.0 means a 100% yield; for example, 0.34 means a 34% yield). (1) The reactants are CC([O-])(C)C.[K+].[Cl:7][C:8]1[CH:13]=[CH:12][CH:11]=[CH:10][C:9]=1[N+:14]([O-:16])=[O:15].Cl[CH:18]([CH3:24])[C:19]([O:21][CH2:22][CH3:23])=[O:20].Cl. The catalyst is C(OCC)(=O)C.CN(C=O)C. The product is [Cl:7][C:8]1[CH:13]=[C:12]([CH:18]([CH3:24])[C:19]([O:21][CH2:22][CH3:23])=[O:20])[CH:11]=[CH:10][C:9]=1[N+:14]([O-:16])=[O:15]. The yield is 0.640. (2) The reactants are [F:1][C:2]1[CH:19]=[CH:18][CH:17]=[CH:16][C:3]=1[O:4][C:5]1[N:10]=[CH:9][C:8]([CH2:11][C:12](Cl)=[N:13][OH:14])=[CH:7][CH:6]=1.O1CCCC1.[C:25]([C:27]1[C:28]([NH2:34])=[N:29][C:30]([NH2:33])=[CH:31][CH:32]=1)#[CH:26].C(N(CC)CC)C. The catalyst is O. The product is [F:1][C:2]1[CH:19]=[CH:18][CH:17]=[CH:16][C:3]=1[O:4][C:5]1[N:10]=[CH:9][C:8]([CH2:11][C:12]2[CH:26]=[C:25]([C:27]3[C:28]([NH2:34])=[N:29][C:30]([NH2:33])=[CH:31][CH:32]=3)[O:14][N:13]=2)=[CH:7][CH:6]=1. The yield is 0.450.